From a dataset of Reaction yield outcomes from USPTO patents with 853,638 reactions. Predict the reaction yield, written as a fraction of the theoretical maximum amount of product (1.0 means a 100% yield; for example, 0.34 means a 34% yield). (1) The reactants are [F:1][C:2]1[CH:7]=[CH:6][C:5]([CH:8]([OH:39])[C:9]2[C:13]([CH2:14][N:15]([S:23]([C:26]3[CH:31]=[CH:30][C:29]([C:32]([F:35])([F:34])[F:33])=[CH:28][CH:27]=3)(=[O:25])=[O:24])C(=O)OC(C)(C)C)=[CH:12][N:11]([CH2:36][O:37][CH3:38])[N:10]=2)=[CH:4][CH:3]=1.FC(F)(F)C(O)=O. The catalyst is C(Cl)Cl. The product is [F:1][C:2]1[CH:7]=[CH:6][C:5]([CH:8]([OH:39])[C:9]2[C:13]([CH2:14][NH:15][S:23]([C:26]3[CH:31]=[CH:30][C:29]([C:32]([F:35])([F:34])[F:33])=[CH:28][CH:27]=3)(=[O:24])=[O:25])=[CH:12][N:11]([CH2:36][O:37][CH3:38])[N:10]=2)=[CH:4][CH:3]=1. The yield is 0.350. (2) The reactants are [O:1]=[S:2]1(=[O:27])[CH2:7][CH2:6][CH:5]([O:8][C:9]2[CH:14]=[C:13]([CH3:15])[C:12]([C:16]3[CH:21]=[CH:20][CH:19]=[C:18]([C:22](OC)=[O:23])[CH:17]=3)=[C:11]([CH3:26])[CH:10]=2)[CH2:4][CH2:3]1.[H-].[Al+3].[Li+].[H-].[H-].[H-].O.O.O.O.O.O.O.O.O.O.[O-]S([O-])(=O)=O.[Na+].[Na+]. The catalyst is O1CCCC1. The product is [O:1]=[S:2]1(=[O:27])[CH2:3][CH2:4][CH:5]([O:8][C:9]2[CH:14]=[C:13]([CH3:15])[C:12]([C:16]3[CH:21]=[CH:20][CH:19]=[C:18]([CH2:22][OH:23])[CH:17]=3)=[C:11]([CH3:26])[CH:10]=2)[CH2:6][CH2:7]1. The yield is 0.930. (3) The reactants are ClC(Cl)(Cl)C(OC(=O)C(Cl)(Cl)Cl)=O.[NH2:14][C:15](=O)[C@@H:16]([NH:28][C:29](=[O:35])[O:30][C:31]([CH3:34])([CH3:33])[CH3:32])[CH2:17][C:18]1[CH:23]=[CH:22][C:21]([O:24][CH:25]([CH3:27])[CH3:26])=[CH:20][CH:19]=1.C(N(CC)CC)C. The catalyst is C(Cl)Cl. The product is [C:15]([C@@H:16]([NH:28][C:29](=[O:35])[O:30][C:31]([CH3:32])([CH3:34])[CH3:33])[CH2:17][C:18]1[CH:19]=[CH:20][C:21]([O:24][CH:25]([CH3:27])[CH3:26])=[CH:22][CH:23]=1)#[N:14]. The yield is 0.800. (4) The reactants are Cl.Cl.[NH2:3][C:4]1([CH2:10][NH:11][C:12](=[O:20])[C:13]2[CH:18]=[CH:17][C:16]([Cl:19])=[CH:15][CH:14]=2)[CH2:9][CH2:8][NH:7][CH2:6][CH2:5]1.Cl[C:22]1[C:23]2[CH:30]=[CH:29][NH:28][C:24]=2[N:25]=[CH:26][N:27]=1.C(N(CC)CC)C. The catalyst is C(O)CCC. The product is [NH2:3][C:4]1([CH2:10][NH:11][C:12](=[O:20])[C:13]2[CH:14]=[CH:15][C:16]([Cl:19])=[CH:17][CH:18]=2)[CH2:9][CH2:8][N:7]([C:22]2[C:23]3[CH:30]=[CH:29][NH:28][C:24]=3[N:25]=[CH:26][N:27]=2)[CH2:6][CH2:5]1. The yield is 0.690. (5) The reactants are Cl.[NH:2]1[CH2:7][CH2:6][CH2:5][C@@H:4]([C:8]2[N:12]3[C:13]4[CH:19]=[CH:18][NH:17][C:14]=4[N:15]=[CH:16][C:11]3=[CH:10][N:9]=2)[CH2:3]1.Cl[C:21]([O:23][CH:24]1[CH2:28][CH2:27][CH2:26][CH2:25]1)=[O:22]. The catalyst is C1COCC1.C(Cl)Cl. The product is [C:8]1([C@@H:4]2[CH2:5][CH2:6][CH2:7][N:2]([C:21]([O:23][CH:24]3[CH2:28][CH2:27][CH2:26][CH2:25]3)=[O:22])[CH2:3]2)[N:12]2[C:13]3[CH:19]=[CH:18][NH:17][C:14]=3[N:15]=[CH:16][C:11]2=[CH:10][N:9]=1. The yield is 0.210. (6) The reactants are [NH2:1][CH2:2][CH2:3][CH2:4][OH:5].FC(F)(F)S(O[Si:12]([CH:19]([CH3:21])[CH3:20])([CH:16]([CH3:18])[CH3:17])[CH:13]([CH3:15])[CH3:14])(=O)=O.C(N(CC)CC)C.[C:31]([O:35][C:36](=[O:39])[CH2:37]Br)([CH3:34])([CH3:33])[CH3:32]. The catalyst is ClCCl. The product is [C:31]([O:35][C:36](=[O:39])[CH2:37][NH:1][CH2:2][CH2:3][CH2:4][O:5][Si:12]([CH:19]([CH3:21])[CH3:20])([CH:16]([CH3:18])[CH3:17])[CH:13]([CH3:15])[CH3:14])([CH3:34])([CH3:33])[CH3:32]. The yield is 0.250. (7) The reactants are [CH2:1]([O:8][C:9]1[CH:14]=[C:13](Br)[CH:12]=[CH:11][C:10]=1[C:16]([CH3:19])([CH3:18])[CH3:17])[C:2]1[CH:7]=[CH:6][CH:5]=[CH:4][CH:3]=1.[CH3:20][C:21]1([CH3:37])[C:25]([CH3:27])([CH3:26])[O:24][B:23]([B:23]2[O:24][C:25]([CH3:27])([CH3:26])[C:21]([CH3:37])([CH3:20])[O:22]2)[O:22]1.CC([O-])=O.[K+].N#N.C1(P(C2CCCCC2)C2CCCCC2)CCCCC1. The catalyst is O1CCOCC1. The product is [CH2:1]([O:8][C:9]1[CH:14]=[C:13]([B:23]2[O:24][C:25]([CH3:27])([CH3:26])[C:21]([CH3:37])([CH3:20])[O:22]2)[CH:12]=[CH:11][C:10]=1[C:16]([CH3:19])([CH3:18])[CH3:17])[C:2]1[CH:7]=[CH:6][CH:5]=[CH:4][CH:3]=1. The yield is 0.240.